Dataset: Forward reaction prediction with 1.9M reactions from USPTO patents (1976-2016). Task: Predict the product of the given reaction. (1) Given the reactants ClC1C=C(S(NC2C(OC)=CN=C(Cl)N=2)(=O)=O)C=CC=1Cl.[Cl:22][C:23]1[CH:24]=[C:25]([CH2:30][S:31]([NH2:34])(=[O:33])=[O:32])[CH:26]=[C:27]([Cl:29])[CH:28]=1.ClC1C=C(S(N)(=O)=O)C=CC=1Cl.Cl[C:48]1[C:53]([O:54][CH3:55])=[CH:52][N:51]=[C:50]([C:56]([F:59])([F:58])[F:57])[N:49]=1.ClC1N=C(Cl)C(OC)=CN=1, predict the reaction product. The product is: [Cl:29][C:27]1[CH:26]=[C:25]([CH2:30][S:31]([NH:34][C:52]2[C:53]([O:54][CH3:55])=[CH:48][N:49]=[C:50]([C:56]([F:58])([F:59])[F:57])[N:51]=2)(=[O:33])=[O:32])[CH:24]=[C:23]([Cl:22])[CH:28]=1. (2) The product is: [CH:1]1([NH:4][C:5]2[CH:13]=[C:12]([F:14])[CH:11]=[CH:10][C:6]=2[C:7]([NH:50][C:46]([CH3:47])([C:48]#[CH:49])[CH3:45])=[O:9])[CH2:2][CH2:3]1. Given the reactants [CH:1]1([NH:4][C:5]2[CH:13]=[C:12]([F:14])[CH:11]=[CH:10][C:6]=2[C:7]([OH:9])=O)[CH2:3][CH2:2]1.CCN=C=NCCCN(C)C.C1C=CC2N(O)N=NC=2C=1.CCN(C(C)C)C(C)C.[CH3:45][C:46]([NH2:50])([C:48]#[CH:49])[CH3:47], predict the reaction product. (3) Given the reactants Cl[CH2:2][C:3]1[N:7]([CH3:8])[C:6]2[CH:9]=[CH:10][C:11]([F:13])=[CH:12][C:5]=2[N:4]=1.[CH3:14][Si:15]([CH3:20])([CH3:19])[C:16]#[C:17][CH3:18], predict the reaction product. The product is: [F:13][C:11]1[CH:10]=[CH:9][C:6]2[N:7]([CH3:8])[C:3]([CH2:2][CH2:18][C:17]#[C:16][Si:15]([CH3:20])([CH3:19])[CH3:14])=[N:4][C:5]=2[CH:12]=1. (4) Given the reactants [NH2:1][CH2:2][C:3]1[C:4]([NH2:28])=[N:5][C:6]([O:9][CH2:10][CH2:11][CH2:12][CH2:13][N:14]2[CH2:19][CH2:18][N:17]([C:20]3[CH:25]=[CH:24][CH:23]=[C:22]([Cl:26])[C:21]=3[Cl:27])[CH2:16][CH2:15]2)=[CH:7][CH:8]=1.Cl[C:30](OC1C=CC([N+]([O-])=O)=CC=1)=[O:31].[Li+].CC([N-]C(C)C)C, predict the reaction product. The product is: [Cl:27][C:21]1[C:22]([Cl:26])=[CH:23][CH:24]=[CH:25][C:20]=1[N:17]1[CH2:16][CH2:15][N:14]([CH2:13][CH2:12][CH2:11][CH2:10][O:9][C:6]2[CH:7]=[CH:8][C:3]3[CH2:2][NH:1][C:30](=[O:31])[NH:28][C:4]=3[N:5]=2)[CH2:19][CH2:18]1.